This data is from Catalyst prediction with 721,799 reactions and 888 catalyst types from USPTO. The task is: Predict which catalyst facilitates the given reaction. (1) Reactant: [CH2:1]([O:8][C:9]([CH2:11][CH2:12][NH:13][CH2:14][CH2:15][C:16]([OH:18])=[O:17])=[O:10])[C:2]1[CH:7]=[CH:6][CH:5]=[CH:4][CH:3]=1.[C:19]([O:23][C:24](O[C:24]([O:23][C:19]([CH3:22])([CH3:21])[CH3:20])=[O:25])=[O:25])([CH3:22])([CH3:21])[CH3:20]. Product: [CH2:1]([O:8][C:9]([CH2:11][CH2:12][N:13]([C:24]([O:23][C:19]([CH3:22])([CH3:21])[CH3:20])=[O:25])[CH2:14][CH2:15][C:16]([OH:18])=[O:17])=[O:10])[C:2]1[CH:3]=[CH:4][CH:5]=[CH:6][CH:7]=1. The catalyst class is: 2. (2) Reactant: [F-].[Cs+].[C:3]([C:5]1[CH:6]=[C:7](OB(O)O)[CH:8]=[CH:9][C:10]=1[F:11])#[N:4].Cl[C:17]1[CH:18]=[C:19]([CH:24]=[CH:25][N:26]=1)[C:20]([O:22][CH3:23])=[O:21]. Product: [C:3]([C:5]1[CH:6]=[C:7]([C:17]2[CH:18]=[C:19]([CH:24]=[CH:25][N:26]=2)[C:20]([O:22][CH3:23])=[O:21])[CH:8]=[CH:9][C:10]=1[F:11])#[N:4]. The catalyst class is: 276. (3) Reactant: [CH2:1]([O:3][C:4]1[C:13]([O:14][CH3:15])=[CH:12][C:11]2[C:10]([C:16]3[CH:17]=[C:18]([CH:23]=[CH:24][CH:25]=3)[C:19]([O:21]C)=[O:20])=[N:9][C@@H:8]3[CH2:26][CH2:27][S:28][CH2:29][C@@H:7]3[C:6]=2[CH:5]=1)[CH3:2].[OH-].[Na+].Cl. Product: [CH2:1]([O:3][C:4]1[C:13]([O:14][CH3:15])=[CH:12][C:11]2[C:10]([C:16]3[CH:17]=[C:18]([CH:23]=[CH:24][CH:25]=3)[C:19]([OH:21])=[O:20])=[N:9][C@@H:8]3[CH2:26][CH2:27][S:28][CH2:29][C@@H:7]3[C:6]=2[CH:5]=1)[CH3:2]. The catalyst class is: 12. (4) Reactant: [NH2:1][C:2]1[C:3]([OH:13])=[C:4]([S:9]([NH2:12])(=[O:11])=[O:10])[C:5]([Cl:8])=[CH:6][CH:7]=1.[CH:14]([N:18]=[C:19]=[O:20])([CH2:16][CH3:17])[CH3:15]. The catalyst class is: 9. Product: [NH2:12][S:9]([C:4]1[C:3]([OH:13])=[C:2]([NH:1][C:19]([NH:18][CH:14]([CH2:16][CH3:17])[CH3:15])=[O:20])[CH:7]=[CH:6][C:5]=1[Cl:8])(=[O:11])=[O:10]. (5) Reactant: [C:1]([N:4]1[C:13]2[C:8](=[CH:9][CH:10]=[CH:11][CH:12]=2)[N:7](C(OC(C)(C)C)=O)[CH2:6][C@@H:5]1[CH3:21])(=[O:3])[CH3:2].Cl. Product: [CH3:21][C@H:5]1[CH2:6][NH:7][C:8]2[C:13](=[CH:12][CH:11]=[CH:10][CH:9]=2)[N:4]1[C:1](=[O:3])[CH3:2]. The catalyst class is: 12. (6) The catalyst class is: 23. Product: [F:37][C:2]1([F:1])[O:6][C:5]2[CH:7]=[CH:8][C:9]([C:11]3([C:14]([NH:16][C:17]4[N:22]=[C:21]([C:23]5[CH:24]=[C:25]([CH:29]=[CH:30][CH:31]=5)[C:26]([OH:28])=[O:27])[C:20]([CH3:36])=[CH:19][CH:18]=4)=[O:15])[CH2:13][CH2:12]3)=[CH:10][C:4]=2[O:3]1.[ClH:39]. Reactant: [F:1][C:2]1([F:37])[O:6][C:5]2[CH:7]=[CH:8][C:9]([C:11]3([C:14]([NH:16][C:17]4[N:22]=[C:21]([C:23]5[C:24](C(C)(C)C)=[C:25]([CH:29]=[CH:30][CH:31]=5)[C:26]([O-:28])=[O:27])[C:20]([CH3:36])=[CH:19][CH:18]=4)=[O:15])[CH2:13][CH2:12]3)=[CH:10][C:4]=2[O:3]1.O.[ClH:39]. (7) Reactant: [Cl:1][C:2]1[CH:3]=[C:4]([C@@H:8]2[C@@H:13]([C:14]3[CH:19]=[CH:18][C:17]([Cl:20])=[CH:16][CH:15]=3)[N:12]([CH:21]([CH2:24][CH3:25])[CH2:22][CH3:23])[C:11](=[O:26])[C@:10]([CH2:28][C:29](=[O:36])[CH2:30][C:31]([O:33]CC)=O)([CH3:27])[CH2:9]2)[CH:5]=[CH:6][CH:7]=1.Cl.[NH2:38]O.[OH-].[Na+].Cl. Product: [Cl:1][C:2]1[CH:3]=[C:4]([C@@H:8]2[C@@H:13]([C:14]3[CH:19]=[CH:18][C:17]([Cl:20])=[CH:16][CH:15]=3)[N:12]([CH:21]([CH2:24][CH3:25])[CH2:22][CH3:23])[C:11](=[O:26])[C@:10]([CH2:28][C:29]3[O:36][N:38]=[C:31]([OH:33])[CH:30]=3)([CH3:27])[CH2:9]2)[CH:5]=[CH:6][CH:7]=1. The catalyst class is: 799. (8) Product: [CH3:21][N:19]([CH3:20])[CH2:18][CH2:17][N:12]1[C:11](=[O:22])[C:10]2[CH:23]=[CH:24][CH:25]=[C:8]3[C:9]=2[C:14](=[C:15]2[C:2]([NH:1][C:34](=[O:35])[O:36][CH2:37][CH2:38][CH2:39][CH3:40])=[CH:3][CH:4]=[CH:5][C:6]2=[CH:7]3)[C:13]1=[O:16]. Reactant: [NH2:1][C:2]1[C:15]2[C:6](=[CH:7][C:8]3[C:9]4[C:14]=2[C:13](=[O:16])[N:12]([CH2:17][CH2:18][N:19]([CH3:21])[CH3:20])[C:11](=[O:22])[C:10]=4[CH:23]=[CH:24][CH:25]=3)[CH:5]=[CH:4][CH:3]=1.C(N(CC)CC)C.Cl[C:34]([O:36][CH2:37][CH2:38][CH2:39][CH3:40])=[O:35]. The catalyst class is: 4. (9) Reactant: [N:1]1([C:7](=[O:26])[CH2:8][O:9][C:10]2[CH:11]=[CH:12][C:13]3[C:14]4[S:22][C:21]([CH2:23][CH2:24][CH3:25])=[N:20][C:15]=4[CH:16]=[N:17][C:18]=3[CH:19]=2)[CH2:6][CH2:5][O:4][CH2:3][CH2:2]1.C1C=C(Cl)C=C(C(OO)=[O:35])C=1. Product: [N:1]1([C:7](=[O:26])[CH2:8][O:9][C:10]2[CH:11]=[CH:12][C:13]3[C:14]4[S:22][C:21]([CH2:23][CH2:24][CH3:25])=[N:20][C:15]=4[CH:16]=[N+:17]([O-:35])[C:18]=3[CH:19]=2)[CH2:6][CH2:5][O:4][CH2:3][CH2:2]1. The catalyst class is: 4.